This data is from Full USPTO retrosynthesis dataset with 1.9M reactions from patents (1976-2016). The task is: Predict the reactants needed to synthesize the given product. (1) The reactants are: Cl[C:2]1[N:19]=[C:5]2[CH:6]=[CH:7][C:8]([S:10]([C:13]3[CH:18]=[CH:17][CH:16]=[CH:15][CH:14]=3)(=[O:12])=[O:11])=[CH:9][N:4]2[N:3]=1.[Br:20][C:21]1[CH:26]=[CH:25][C:24]([CH2:27][NH2:28])=[CH:23][CH:22]=1. Given the product [Br:20][C:21]1[CH:26]=[CH:25][C:24]([CH2:27][NH:28][C:2]2[N:19]=[C:5]3[CH:6]=[CH:7][C:8]([S:10]([C:13]4[CH:18]=[CH:17][CH:16]=[CH:15][CH:14]=4)(=[O:12])=[O:11])=[CH:9][N:4]3[N:3]=2)=[CH:23][CH:22]=1, predict the reactants needed to synthesize it. (2) The reactants are: C1([O:7][C:8](=O)[NH:9][C:10]2[CH:15]=[C:14]([O:16][C:17]3[CH:22]=[CH:21][C:20]([NH:23][C:24]([C:26]4([C:29](=[O:38])[NH:30][C:31]5[CH:36]=[CH:35][C:34]([F:37])=[CH:33][CH:32]=5)[CH2:28][CH2:27]4)=[O:25])=[CH:19][C:18]=3[F:39])[N:13]=[CH:12][N:11]=2)C=CC=CC=1.Cl.Cl.[N:43]1([CH:47]2[CH2:52][CH2:51][NH:50][CH2:49][CH2:48]2)[CH2:46][CH2:45][CH2:44]1.C(N(CC)CC)C.O. Given the product [N:43]1([CH:47]2[CH2:52][CH2:51][N:50]([C:8]([NH:9][C:10]3[N:11]=[CH:12][N:13]=[C:14]([O:16][C:17]4[CH:22]=[CH:21][C:20]([NH:23][C:24]([C:26]5([C:29]([NH:30][C:31]6[CH:36]=[CH:35][C:34]([F:37])=[CH:33][CH:32]=6)=[O:38])[CH2:27][CH2:28]5)=[O:25])=[CH:19][C:18]=4[F:39])[CH:15]=3)=[O:7])[CH2:49][CH2:48]2)[CH2:46][CH2:45][CH2:44]1, predict the reactants needed to synthesize it. (3) Given the product [CH2:13]([CH:15]([C:18]1[C:19]2[N:20]([C:25]([C:29]3[S:30][C:31]([C:7]4[N:11]([CH3:12])[N:10]=[CH:9][N:8]=4)=[CH:32][C:33]=3[O:34][CH3:35])=[C:26]([CH3:28])[N:27]=2)[N:21]=[C:22]([CH3:24])[CH:23]=1)[CH2:16][CH3:17])[CH3:14], predict the reactants needed to synthesize it. The reactants are: C1COCC1.Br[C:7]1[N:11]([CH3:12])[N:10]=[CH:9][N:8]=1.[CH2:13]([CH:15]([C:18]1[C:19]2[N:20]([C:25]([C:29]3[S:30][C:31](I)=[CH:32][C:33]=3[O:34][CH3:35])=[C:26]([CH3:28])[N:27]=2)[N:21]=[C:22]([CH3:24])[CH:23]=1)[CH2:16][CH3:17])[CH3:14]. (4) The reactants are: [CH2:1]([C:3]1[CH:4]=[C:5]([C:9]2[C:14]([F:15])=[CH:13][CH:12]=[CH:11][C:10]=2[C:16]([OH:31])([CH:25]2[CH2:30][CH2:29][CH2:28][NH:27][CH2:26]2)[CH2:17][CH2:18][CH2:19][NH:20][C:21](=[O:24])[O:22][CH3:23])[CH:6]=[CH:7][CH:8]=1)[CH3:2].CC(O[C:37]([N:39](C)[CH2:40][CH2:41][CH2:42][C:43](O)=[O:44])=O)(C)C.CN(C(ON1N=NC2C=CC=CC1=2)=[N+](C)C)C.F[P-](F)(F)(F)(F)F.C(N(C(C)C)CC)(C)C. Given the product [CH2:1]([C:3]1[CH:4]=[C:5]([C:9]2[C:14]([F:15])=[CH:13][CH:12]=[CH:11][C:10]=2[C:16]([OH:31])([C@@H:25]2[CH2:30][CH2:29][CH2:28][N:27]([C:43](=[O:44])[CH2:42][CH2:41][CH2:40][NH:39][CH3:37])[CH2:26]2)[CH2:17][CH2:18][CH2:19][NH:20][C:21](=[O:24])[O:22][CH3:23])[CH:6]=[CH:7][CH:8]=1)[CH3:2], predict the reactants needed to synthesize it.